Dataset: Full USPTO retrosynthesis dataset with 1.9M reactions from patents (1976-2016). Task: Predict the reactants needed to synthesize the given product. (1) Given the product [Br:10][CH2:7][CH:3]([CH:2]([CH3:8])[CH3:1])[C:4]([OH:6])=[O:5], predict the reactants needed to synthesize it. The reactants are: [CH3:1][CH:2]([CH3:8])[C:3](=[CH2:7])[C:4]([OH:6])=[O:5].O.[BrH:10]. (2) Given the product [NH2:1][C:2]1[C:12]([CH:13]=[CH2:14])=[C:11]([CH2:15][N:32]2[CH2:33][CH2:34][CH2:35][C@H:30]([N:22]([CH3:21])[C:23]([O:24][C:25]([CH3:27])([CH3:26])[CH3:28])=[O:29])[CH2:31]2)[C:10]([C:17]([F:20])([F:19])[F:18])=[CH:9][C:3]=1[C:4]([O:6][CH2:7][CH3:8])=[O:5], predict the reactants needed to synthesize it. The reactants are: [NH2:1][C:2]1[C:12]([CH:13]=[CH2:14])=[C:11]([CH:15]=O)[C:10]([C:17]([F:20])([F:19])[F:18])=[CH:9][C:3]=1[C:4]([O:6][CH2:7][CH3:8])=[O:5].[CH3:21][N:22]([C@H:30]1[CH2:35][CH2:34][CH2:33][NH:32][CH2:31]1)[C:23](=[O:29])[O:24][C:25]([CH3:28])([CH3:27])[CH3:26]. (3) Given the product [NH2:12][C:8]1[C:7]([N+:13]([O-:15])=[O:14])=[C:6]([O:5][C:4]2[CH:16]=[CH:17][C:18]([Cl:19])=[C:2]([NH:1][C:26](=[O:27])[C:25]3[CH:29]=[CH:30][CH:31]=[C:23]([O:22][C:21]([F:20])([F:32])[F:33])[CH:24]=3)[CH:3]=2)[CH:11]=[CH:10][N:9]=1, predict the reactants needed to synthesize it. The reactants are: [NH2:1][C:2]1[CH:3]=[C:4]([CH:16]=[CH:17][C:18]=1[Cl:19])[O:5][C:6]1[CH:11]=[CH:10][N:9]=[C:8]([NH2:12])[C:7]=1[N+:13]([O-:15])=[O:14].[F:20][C:21]([F:33])([F:32])[O:22][C:23]1[CH:24]=[C:25]([CH:29]=[CH:30][CH:31]=1)[C:26](Cl)=[O:27]. (4) Given the product [C:1]1([NH:11][CH:12]=[O:13])[C:10]2[C:5](=[CH:6][CH:7]=[CH:8][CH:9]=2)[CH:4]=[CH:3][CH:2]=1, predict the reactants needed to synthesize it. The reactants are: [C:1]1([NH2:11])[C:10]2[C:5](=[CH:6][CH:7]=[CH:8][CH:9]=2)[CH:4]=[CH:3][CH:2]=1.[CH:12](OCC)=[O:13].[Li+].C[Si]([N-][Si](C)(C)C)(C)C. (5) The reactants are: [C:1]([C:9]1[N:13]=[C:12]([C@H:14]2[CH2:18][CH2:17][C@H:16]([NH:19]C(=O)OC(C)(C)C)[CH2:15]2)[O:11][N:10]=1)(=[O:8])[C:2]1[CH:7]=[CH:6][CH:5]=[CH:4][CH:3]=1.FC(F)(F)C(O)=O. Given the product [NH2:19][C@H:16]1[CH2:17][CH2:18][C@H:14]([C:12]2[O:11][N:10]=[C:9]([C:1]([C:2]3[CH:7]=[CH:6][CH:5]=[CH:4][CH:3]=3)=[O:8])[N:13]=2)[CH2:15]1, predict the reactants needed to synthesize it.